Dataset: NCI-60 drug combinations with 297,098 pairs across 59 cell lines. Task: Regression. Given two drug SMILES strings and cell line genomic features, predict the synergy score measuring deviation from expected non-interaction effect. Drug 1: CC1=CC=C(C=C1)C2=CC(=NN2C3=CC=C(C=C3)S(=O)(=O)N)C(F)(F)F. Drug 2: CC1=C(C(CCC1)(C)C)C=CC(=CC=CC(=CC(=O)O)C)C. Cell line: NCI-H460. Synergy scores: CSS=-1.35, Synergy_ZIP=0.798, Synergy_Bliss=0.0958, Synergy_Loewe=-1.76, Synergy_HSA=-1.58.